Dataset: Full USPTO retrosynthesis dataset with 1.9M reactions from patents (1976-2016). Task: Predict the reactants needed to synthesize the given product. (1) Given the product [C:26]([NH:1][C:2]1[CH:3]=[C:4]([CH:15]=[CH:16][C:17]=1[CH3:18])[C:5]([N:7]([CH3:14])[C:8]1[CH:9]=[N:10][CH:11]=[CH:12][CH:13]=1)=[O:6])(=[O:30])[CH:27]([CH3:29])[CH3:28], predict the reactants needed to synthesize it. The reactants are: [NH2:1][C:2]1[CH:3]=[C:4]([CH:15]=[CH:16][C:17]=1[CH3:18])[C:5]([N:7]([CH3:14])[C:8]1[CH:9]=[N:10][CH:11]=[CH:12][CH:13]=1)=[O:6].C(N(CC)CC)C.[C:26](Cl)(=[O:30])[CH:27]([CH3:29])[CH3:28]. (2) Given the product [N+:2]([C:5]1[CH:6]=[CH:7][C:8]([C:11]([NH:12][NH:13][C:23](=[O:24])[CH2:22][CH2:21][C:20]([O:19][C:15]([CH3:17])([CH3:16])[CH3:18])=[O:26])=[NH:14])=[CH:9][CH:10]=1)([O-:4])=[O:3], predict the reactants needed to synthesize it. The reactants are: Cl.[N+:2]([C:5]1[CH:10]=[CH:9][C:8]([C:11](=[NH:14])[NH:12][NH2:13])=[CH:7][CH:6]=1)([O-:4])=[O:3].[C:15]([O:19][C:20](=[O:26])[CH2:21][CH2:22][C:23](O)=[O:24])([CH3:18])([CH3:17])[CH3:16].CN(C(ON1N=NC2C=CC=NC1=2)=[N+](C)C)C.F[P-](F)(F)(F)(F)F. (3) Given the product [CH3:1][O:2][C:3]1[CH:4]=[C:5]([CH3:11])[C:6]([CH2:9][NH2:10])=[N:7][CH:8]=1, predict the reactants needed to synthesize it. The reactants are: [CH3:1][O:2][C:3]1[CH:4]=[C:5]([CH3:11])[C:6]([C:9]#[N:10])=[N:7][CH:8]=1. (4) Given the product [CH2:34]([C:41]1([C:44]2[CH:45]=[CH:46][C:47]([CH2:48][CH:15]([NH:16][S:17]([C:20]3[CH:25]=[CH:24][CH:23]=[CH:22][N:21]=3)(=[O:19])=[O:18])[C:11]3[N:10]=[C:9]([N:8]([CH2:26][C:27]([O:29][C:30]([CH3:33])([CH3:32])[CH3:31])=[O:28])[C:6]([O:5][C:1]([CH3:4])([CH3:3])[CH3:2])=[O:7])[CH:14]=[CH:13][CH:12]=3)=[CH:50][CH:51]=2)[CH2:43][CH2:42]1)[C:35]1[CH:36]=[CH:37][CH:38]=[CH:39][CH:40]=1, predict the reactants needed to synthesize it. The reactants are: [C:1]([O:5][C:6]([N:8]([CH2:26][C:27]([O:29][C:30]([CH3:33])([CH3:32])[CH3:31])=[O:28])[C:9]1[CH:14]=[CH:13][CH:12]=[C:11]([CH2:15][NH:16][S:17]([C:20]2[CH:25]=[CH:24][CH:23]=[CH:22][N:21]=2)(=[O:19])=[O:18])[N:10]=1)=[O:7])([CH3:4])([CH3:3])[CH3:2].[CH2:34]([C:41]1([C:44]2[CH:51]=[CH:50][C:47]([CH2:48]O)=[CH:46][CH:45]=2)[CH2:43][CH2:42]1)[C:35]1[CH:40]=[CH:39][CH:38]=[CH:37][CH:36]=1.C(P(CCCC)CCCC)CCC.CN(C)C(N=NC(N(C)C)=O)=O. (5) The reactants are: [Cl:1][C:2]1[CH:3]=[C:4]([C:12]2[O:16][N:15]=[C:14]([C:17]3[C:22]4[CH:23]=[CH:24][O:25][C:21]=4[C:20]([OH:26])=[CH:19][CH:18]=3)[N:13]=2)[CH:5]=[CH:6][C:7]=1[O:8][CH:9]([CH3:11])[CH3:10].[F:27][C:28]([F:47])([F:46])[S:29](N(C1C=CC=CC=1)[S:29]([C:28]([F:47])([F:46])[F:27])(=[O:31])=[O:30])(=[O:31])=[O:30].CCN(C(C)C)C(C)C. Given the product [F:27][C:28]([F:47])([F:46])[S:29]([O:26][C:20]1[C:21]2[O:25][CH:24]=[CH:23][C:22]=2[C:17]([C:14]2[N:13]=[C:12]([C:4]3[CH:5]=[CH:6][C:7]([O:8][CH:9]([CH3:11])[CH3:10])=[C:2]([Cl:1])[CH:3]=3)[O:16][N:15]=2)=[CH:18][CH:19]=1)(=[O:31])=[O:30], predict the reactants needed to synthesize it. (6) Given the product [C:42]([CH2:41][N:40]([CH3:39])[C:8]([CH:5]1[CH2:6][CH2:7][C:2]([OH:1])([C:11]2[S:12][CH:13]=[C:14]([CH2:16][O:17][C:18]3[C:23]4[CH:24]=[C:25]([C:27]5[N:28]=[C:29]6[N:33]([CH:34]=5)[N:32]=[C:31]([O:35][CH3:36])[S:30]6)[O:26][C:22]=4[CH:21]=[C:20]([O:37][CH3:38])[CH:19]=3)[N:15]=2)[CH2:3][CH2:4]1)=[O:9])#[N:43], predict the reactants needed to synthesize it. The reactants are: [OH:1][C:2]1([C:11]2[S:12][CH:13]=[C:14]([CH2:16][O:17][C:18]3[C:23]4[CH:24]=[C:25]([C:27]5[N:28]=[C:29]6[N:33]([CH:34]=5)[N:32]=[C:31]([O:35][CH3:36])[S:30]6)[O:26][C:22]=4[CH:21]=[C:20]([O:37][CH3:38])[CH:19]=3)[N:15]=2)[CH2:7][CH2:6][CH:5]([C:8](O)=[O:9])[CH2:4][CH2:3]1.[CH3:39][NH:40][CH2:41][C:42]#[N:43]. (7) Given the product [Br:1][C:2]1[CH:11]=[CH:10][C:5]([CH2:6][OH:7])=[C:4]([CH3:12])[CH:3]=1, predict the reactants needed to synthesize it. The reactants are: [Br:1][C:2]1[CH:11]=[CH:10][C:5]([C:6](OC)=[O:7])=[C:4]([CH3:12])[CH:3]=1.[H-].[H-].[H-].[H-].[Li+].[Al+3]. (8) Given the product [I:1][C:2]1[CH:3]=[C:4]2[C:5](=[CH:9][CH:10]=1)[C:6](=[O:8])[N:14]([CH2:15][C:16]([OH:18])=[O:17])[C:11]2=[O:13], predict the reactants needed to synthesize it. The reactants are: [I:1][C:2]1[CH:3]=[C:4]([C:11]([OH:13])=O)[C:5](=[CH:9][CH:10]=1)[C:6]([OH:8])=O.[NH2:14][CH2:15][C:16]([OH:18])=[O:17].